Dataset: Reaction yield outcomes from USPTO patents with 853,638 reactions. Task: Predict the reaction yield, written as a fraction of the theoretical maximum amount of product (1.0 means a 100% yield; for example, 0.34 means a 34% yield). (1) The reactants are [F:1][C:2]1[CH:3]=[C:4]([NH:28][C:29]([NH:31][C:32](=[O:40])[CH2:33][C:34]2[CH:39]=[CH:38][CH:37]=[CH:36][CH:35]=2)=[S:30])[CH:5]=[CH:6][C:7]=1[O:8][C:9]1[CH:14]=[CH:13][N:12]=[C:11]2[CH:15]=[C:16]([C:18]3[CH:23]=[CH:22][C:21](S(C)(=O)=O)=[CH:20][CH:19]=3)[S:17][C:10]=12.FC1C=C(N)C=CC=1OC1C=CN=C2C=C(C3C=CC(S(C)(=O)=O)=CC=3)SC=12.FC1C=C(N)C=CC=1OC1C=CN=C2C=C(C3C=CC=C([O:92][CH2:93][CH2:94][N:95]4[CH2:100][CH2:99][O:98][CH2:97][CH2:96]4)C=3)SC=12. No catalyst specified. The product is [F:1][C:2]1[CH:3]=[C:4]([NH:28][C:29]([NH:31][C:32](=[O:40])[CH2:33][C:34]2[CH:35]=[CH:36][CH:37]=[CH:38][CH:39]=2)=[S:30])[CH:5]=[CH:6][C:7]=1[O:8][C:9]1[CH:14]=[CH:13][N:12]=[C:11]2[CH:15]=[C:16]([C:18]3[CH:23]=[CH:22][CH:21]=[C:20]([O:92][CH2:93][CH2:94][N:95]4[CH2:100][CH2:99][O:98][CH2:97][CH2:96]4)[CH:19]=3)[S:17][C:10]=12. The yield is 0.290. (2) The reactants are [Br:1][C:2]1[CH:7]=[C:6]([C:8]([F:17])([C:13]([F:16])([F:15])[F:14])[C:9]([F:12])([F:11])[F:10])[CH:5]=[C:4]([Br:18])[C:3]=1[NH:19][C:20](=[O:32])[C:21]1[CH:26]=[CH:25][CH:24]=[C:23]([N+:27]([O-:29])=[O:28])[C:22]=1[O:30][CH3:31].[H-].[Na+].I[CH3:36]. The catalyst is CN(C)C=O. The product is [Br:1][C:2]1[CH:7]=[C:6]([C:8]([F:17])([C:9]([F:10])([F:11])[F:12])[C:13]([F:15])([F:16])[F:14])[CH:5]=[C:4]([Br:18])[C:3]=1[N:19]([CH3:36])[C:20](=[O:32])[C:21]1[CH:26]=[CH:25][CH:24]=[C:23]([N+:27]([O-:29])=[O:28])[C:22]=1[O:30][CH3:31]. The yield is 1.00.